Dataset: TCR-epitope binding with 47,182 pairs between 192 epitopes and 23,139 TCRs. Task: Binary Classification. Given a T-cell receptor sequence (or CDR3 region) and an epitope sequence, predict whether binding occurs between them. Result: 1 (the TCR binds to the epitope). The TCR CDR3 sequence is CASSLAETSGNTGELFF. The epitope is SEVGPEHSLAEY.